Dataset: Forward reaction prediction with 1.9M reactions from USPTO patents (1976-2016). Task: Predict the product of the given reaction. (1) Given the reactants [C:1]([O:5][C:6]([N:8]1[CH2:13][CH2:12][CH:11]([CH2:14][O:15][C:16]([O:18]C2C=CC=CC=2)=O)[CH2:10][CH2:9]1)=[O:7])([CH3:4])([CH3:3])[CH3:2].[CH3:25][N:26]1[CH2:31][CH2:30][NH:29][CH2:28][CH2:27]1, predict the reaction product. The product is: [C:1]([O:5][C:6]([N:8]1[CH2:9][CH2:10][CH:11]([CH2:14][O:15][C:16]([N:29]2[CH2:30][CH2:31][N:26]([CH3:25])[CH2:27][CH2:28]2)=[O:18])[CH2:12][CH2:13]1)=[O:7])([CH3:2])([CH3:3])[CH3:4]. (2) The product is: [CH3:1][C:2]1[C:7]([CH3:8])=[CH:6][CH:5]=[CH:4][C:3]=1[C@H:9]([C:11]1[NH:15][CH:14]=[CH:13][N:12]=1)[CH3:10]. Given the reactants [CH3:1][C:2]1[C:7]([CH3:8])=[CH:6][CH:5]=[CH:4][C:3]=1[CH:9]([C:11]1[NH:12][CH:13]=[CH:14][N:15]=1)[CH3:10], predict the reaction product.